From a dataset of Reaction yield outcomes from USPTO patents with 853,638 reactions. Predict the reaction yield, written as a fraction of the theoretical maximum amount of product (1.0 means a 100% yield; for example, 0.34 means a 34% yield). The reactants are [H-].[Na+].[Br:3][C:4]1[CH:12]=[CH:11][CH:10]=[C:9]2[C:5]=1[CH:6]=[CH:7][NH:8]2.Br[CH2:14][CH2:15][CH2:16][CH2:17][CH3:18]. The catalyst is CN(C)C=O. The product is [Br:3][C:4]1[CH:12]=[CH:11][CH:10]=[C:9]2[C:5]=1[CH:6]=[CH:7][N:8]2[CH2:14][CH2:15][CH2:16][CH2:17][CH3:18]. The yield is 0.980.